This data is from Full USPTO retrosynthesis dataset with 1.9M reactions from patents (1976-2016). The task is: Predict the reactants needed to synthesize the given product. (1) Given the product [NH:20]1[C:21]2[C:17](=[C:16]([NH:15][C:13]([NH:12][CH:8]3[C:9]4[C:5](=[CH:4][C:3]([C:2]([F:1])([F:29])[F:30])=[CH:11][CH:10]=4)[CH2:6][CH2:7]3)=[O:14])[CH:24]=[CH:23][CH:22]=2)[CH:18]=[N:19]1, predict the reactants needed to synthesize it. The reactants are: [F:1][C:2]([F:30])([F:29])[C:3]1[CH:4]=[C:5]2[C:9](=[CH:10][CH:11]=1)[CH:8]([NH:12][C:13]([NH:15][C:16]1[CH:24]=[CH:23][CH:22]=[C:21]3[C:17]=1[CH:18]=[N:19][N:20]3C(OC)=O)=[O:14])[CH2:7][CH2:6]2.Cl. (2) Given the product [Cl:8][C:9]1[C:17]2[C:16]([NH:18][C:19]3[C:27]4[C:22](=[CH:23][N:24]=[CH:25][CH:26]=4)[O:21][C:20]=3[C:28]3[N:33]=[CH:32][CH:31]=[CH:30][N:29]=3)=[CH:15][CH:14]=[CH:13][C:12]=2[NH:11][N:10]=1, predict the reactants needed to synthesize it. The reactants are: FC(F)(F)C(O)=O.[Cl:8][C:9]1[C:17]2[C:12](=[CH:13][CH:14]=[CH:15][C:16]=2[NH:18][C:19]2[C:27]3[C:22](=[CH:23][N:24]=[CH:25][CH:26]=3)[O:21][C:20]=2[C:28]2[N:33]=[CH:32][CH:31]=[CH:30][N:29]=2)[N:11](C(OC(C)(C)C)=O)[N:10]=1. (3) Given the product [ClH:31].[CH2:1]([O:8][C:9](=[O:30])[NH:10][CH2:11][C@@H:12]([OH:29])[C@@H:13]([NH2:21])[CH2:14][C:15]1[CH:20]=[CH:19][CH:18]=[CH:17][CH:16]=1)[C:2]1[CH:3]=[CH:4][CH:5]=[CH:6][CH:7]=1, predict the reactants needed to synthesize it. The reactants are: [CH2:1]([O:8][C:9](=[O:30])[NH:10][CH2:11][C@@H:12]([OH:29])[C@@H:13]([NH:21]C(OC(C)(C)C)=O)[CH2:14][C:15]1[CH:20]=[CH:19][CH:18]=[CH:17][CH:16]=1)[C:2]1[CH:7]=[CH:6][CH:5]=[CH:4][CH:3]=1.[ClH:31].O1CCOCC1. (4) Given the product [CH2:17]([N:24]1[CH2:29][CH2:28][C:27]([NH:31][C:2]2[CH:7]=[CH:6][CH:5]=[CH:4][C:3]=2[N+:8]([O-:10])=[O:9])([CH3:30])[CH2:26][CH2:25]1)[C:18]1[CH:19]=[CH:20][CH:21]=[CH:22][CH:23]=1, predict the reactants needed to synthesize it. The reactants are: F[C:2]1[CH:7]=[CH:6][CH:5]=[CH:4][C:3]=1[N+:8]([O-:10])=[O:9].C(=O)([O-])[O-].[K+].[K+].[CH2:17]([N:24]1[CH2:29][CH2:28][C:27]([NH2:31])([CH3:30])[CH2:26][CH2:25]1)[C:18]1[CH:23]=[CH:22][CH:21]=[CH:20][CH:19]=1. (5) Given the product [C:4]([O:8][C:9]([NH:11][C:12]1[CH:17]=[CH:16][C:15]([Cl:18])=[CH:14][C:13]=1[C:19]1[CH:27]=[C:26]2[N:22]([CH:23]([C:28]([O:30][CH3:2])=[O:29])[CH2:24][CH2:25]2)[C:21](=[O:31])[CH:20]=1)=[O:10])([CH3:7])([CH3:5])[CH3:6], predict the reactants needed to synthesize it. The reactants are: Cl[CH2:2]Cl.[C:4]([O:8][C:9]([NH:11][C:12]1[CH:17]=[CH:16][C:15]([Cl:18])=[CH:14][C:13]=1[C:19]1[CH:27]=[C:26]2[N:22]([CH:23]([C:28]([OH:30])=[O:29])[CH2:24][CH2:25]2)[C:21](=[O:31])[CH:20]=1)=[O:10])([CH3:7])([CH3:6])[CH3:5].C[Si](C=[N+]=[N-])(C)C.C(=O)([O-])O.[Na+]. (6) Given the product [F:1][C:2]1[CH:3]=[CH:4][C:5]([N:8]2[CH:12]=[CH:11][C:10]([CH2:13][CH:14]([NH2:16])[CH3:15])=[N:9]2)=[N:6][CH:7]=1, predict the reactants needed to synthesize it. The reactants are: [F:1][C:2]1[CH:3]=[CH:4][C:5]([N:8]2[CH:12]=[CH:11][C:10](/[CH:13]=[C:14](/[N+:16]([O-])=O)\[CH3:15])=[N:9]2)=[N:6][CH:7]=1.[O-]S([O-])(=O)=O.[Na+].[Na+]. (7) Given the product [CH3:14][S:15]([O:18][CH2:19][CH:4]([N:1]=[N+:2]=[N-:3])[CH2:5][CH3:6])(=[O:17])=[O:16], predict the reactants needed to synthesize it. The reactants are: [N:1]([CH2:4][CH2:5][CH2:6]CO)=[N+:2]=[N-:3].S(Cl)(C)(=O)=O.[CH3:14][S:15]([O:18][CH2:19]CN=[N+]=[N-])(=[O:17])=[O:16].